Dataset: Peptide-MHC class I binding affinity with 185,985 pairs from IEDB/IMGT. Task: Regression. Given a peptide amino acid sequence and an MHC pseudo amino acid sequence, predict their binding affinity value. This is MHC class I binding data. (1) The peptide sequence is LMYDIINSV. The MHC is HLA-A02:01 with pseudo-sequence HLA-A02:01. The binding affinity (normalized) is 0.973. (2) The peptide sequence is VIVPDIKLDA. The MHC is HLA-A02:01 with pseudo-sequence HLA-A02:01. The binding affinity (normalized) is 0.0734.